This data is from Catalyst prediction with 721,799 reactions and 888 catalyst types from USPTO. The task is: Predict which catalyst facilitates the given reaction. Product: [N:23]([CH2:2][C:3]([NH:5][C:6]1[CH:11]=[CH:10][C:9]([Cl:12])=[C:8]([C:13]2[O:14][C:15]3[CH:21]=[CH:20][C:19]([Cl:22])=[CH:18][C:16]=3[N:17]=2)[CH:7]=1)=[O:4])=[N+:24]=[N-:25]. Reactant: Cl[CH2:2][C:3]([NH:5][C:6]1[CH:11]=[CH:10][C:9]([Cl:12])=[C:8]([C:13]2[O:14][C:15]3[CH:21]=[CH:20][C:19]([Cl:22])=[CH:18][C:16]=3[N:17]=2)[CH:7]=1)=[O:4].[N-:23]=[N+:24]=[N-:25].[Na+].[Cl-].[Na+]. The catalyst class is: 16.